This data is from Reaction yield outcomes from USPTO patents with 853,638 reactions. The task is: Predict the reaction yield, written as a fraction of the theoretical maximum amount of product (1.0 means a 100% yield; for example, 0.34 means a 34% yield). (1) The reactants are CC(OC(/N=N/C(OC(C)(C)C)=O)=O)(C)C.[Cl:17][C:18]1[C:27]2[C:22](=[CH:23][C:24]([OH:30])=[C:25]([O:28][CH3:29])[CH:26]=2)[N:21]=[CH:20][N:19]=1.O[CH:32]1[CH2:37][CH2:36][N:35]([C:38]([O:40][C:41]([CH3:44])([CH3:43])[CH3:42])=[O:39])[CH2:34][CH2:33]1.C1(P(C2C=CC=CC=2)C2C=CC=CC=2)C=CC=CC=1. The catalyst is C(Cl)Cl. The product is [Cl:17][C:18]1[C:27]2[C:22](=[CH:23][C:24]([O:30][CH:32]3[CH2:37][CH2:36][N:35]([C:38]([O:40][C:41]([CH3:44])([CH3:43])[CH3:42])=[O:39])[CH2:34][CH2:33]3)=[C:25]([O:28][CH3:29])[CH:26]=2)[N:21]=[CH:20][N:19]=1. The yield is 0.934. (2) The reactants are C(=O)(OC)[O:2][C:3]1[CH:8]=[C:7]([N+:9]([O-:11])=[O:10])[C:6]([F:12])=[CH:5][C:4]=1[Cl:13].[OH-].[Na+]. The catalyst is O. The product is [Cl:13][C:4]1[CH:5]=[C:6]([F:12])[C:7]([N+:9]([O-:11])=[O:10])=[CH:8][C:3]=1[OH:2]. The yield is 0.980.